Dataset: Full USPTO retrosynthesis dataset with 1.9M reactions from patents (1976-2016). Task: Predict the reactants needed to synthesize the given product. (1) Given the product [NH2:5][C:3]([NH:10][C:11]1[N:12]([OH:24])[C:13]2[C:18]([C:19]=1[C:20]([NH2:22])=[O:21])=[CH:17][CH:16]=[C:15]([Br:23])[CH:14]=2)=[O:4], predict the reactants needed to synthesize it. The reactants are: ClC(Cl)(Cl)[C:3]([N:5]=C=O)=[O:4].[NH2:10][C:11]1[N:12]([OH:24])[C:13]2[C:18]([C:19]=1[C:20]([NH2:22])=[O:21])=[CH:17][CH:16]=[C:15]([Br:23])[CH:14]=2.N.CO. (2) Given the product [CH3:1][C@@H:2]1[CH2:7][N:6]([C:8]2[O:9][C:10]3[C:15]([C:16](=[O:18])[CH:17]=2)=[CH:14][C:13]([C:19]([O:21][CH3:22])=[O:20])=[CH:12][C:11]=3[CH:23]2[CH2:27][CH2:26][CH2:25][N:24]2[C:30]2[CH:35]=[CH:34][CH:33]=[CH:32][CH:31]=2)[CH2:5][CH2:4][O:3]1, predict the reactants needed to synthesize it. The reactants are: [CH3:1][C@@H:2]1[CH2:7][N:6]([C:8]2[O:9][C:10]3[C:15]([C:16](=[O:18])[CH:17]=2)=[CH:14][C:13]([C:19]([O:21][CH3:22])=[O:20])=[CH:12][C:11]=3[CH:23]2[CH2:27][CH2:26][CH2:25][NH:24]2)[CH2:5][CH2:4][O:3]1.CC1(C)[C:31]2[CH:32]=[CH:33][CH:34]=[C:35](P([C:30]3[CH:35]=[CH:34][CH:33]=[CH:32][CH:31]=3)[C:30]3[CH:35]=[CH:34][CH:33]=[CH:32][CH:31]=3)[C:30]=2O[C:35]2[C:30]1=[CH:31][CH:32]=[CH:33][C:34]=2P([C:30]1[CH:35]=[CH:34][CH:33]=[CH:32][CH:31]=1)[C:30]1[CH:35]=[CH:34][CH:33]=[CH:32][CH:31]=1.BrC1C=CC=CC=1.C(=O)([O-])[O-].[Cs+].[Cs+]. (3) Given the product [F:16][C:11]1[CH:10]=[C:9]([O:8][C:6]2[CH:5]=[CH:4][N:3]=[C:2]([C:23]3[CH:22]=[N:21][N:20]([CH2:17][CH2:18][CH3:19])[CH:24]=3)[CH:7]=2)[CH:14]=[CH:13][C:12]=1[NH2:15], predict the reactants needed to synthesize it. The reactants are: Cl[C:2]1[CH:7]=[C:6]([O:8][C:9]2[CH:14]=[CH:13][C:12]([NH2:15])=[C:11]([F:16])[CH:10]=2)[CH:5]=[CH:4][N:3]=1.[CH2:17]([N:20]1[CH:24]=[C:23](B2OC(C)(C)C(C)(C)O2)[CH:22]=[N:21]1)[CH2:18][CH3:19].C([O-])([O-])=O.[K+].[K+].O. (4) Given the product [NH:1]1[C:9]2[C:4](=[CH:5][CH:6]=[CH:7][CH:8]=2)[C:3]([CH2:10][C@H:11]([NH:18][CH:24]2[CH2:23][CH2:22][C:21]([C:28]3[CH:29]=[CH:30][CH:31]=[CH:32][CH:33]=3)([N:20]([CH3:34])[CH3:19])[CH2:26][CH2:25]2)[C:12]2[S:13][CH:14]=[C:15]([CH3:17])[N:16]=2)=[CH:2]1, predict the reactants needed to synthesize it. The reactants are: [NH:1]1[C:9]2[C:4](=[CH:5][CH:6]=[CH:7][CH:8]=2)[C:3]([CH2:10][C@H:11]([NH2:18])[C:12]2[S:13][CH:14]=[C:15]([CH3:17])[N:16]=2)=[CH:2]1.[CH3:19][N:20]([CH3:34])[C:21]1([C:28]2[CH:33]=[CH:32][CH:31]=[CH:30][CH:29]=2)[CH2:26][CH2:25][C:24](=O)[CH2:23][CH2:22]1.S([O-])([O-])(=O)=O.[Na+].[Na+].C(O)(=O)C. (5) Given the product [C:2]([C:4]1[C:5]([F:21])=[CH:6][C:7]([O:19][CH3:20])=[C:8]([CH:18]=1)[C:9]([NH:11][CH:12]1[CH2:13][CH2:14][N:15]([CH2:35][C@H:33]([OH:34])[C:24]2[C:23]([CH3:22])=[C:31]3[C:27](=[CH:26][CH:25]=2)[C:28](=[O:32])[O:29][CH2:30]3)[CH2:16][CH2:17]1)=[O:10])#[N:3], predict the reactants needed to synthesize it. The reactants are: Cl.[C:2]([C:4]1[C:5]([F:21])=[CH:6][C:7]([O:19][CH3:20])=[C:8]([CH:18]=1)[C:9]([NH:11][CH:12]1[CH2:17][CH2:16][NH:15][CH2:14][CH2:13]1)=[O:10])#[N:3].[CH3:22][C:23]1[C:31]2[CH2:30][O:29][C:28](=[O:32])[C:27]=2[CH:26]=[CH:25][C:24]=1[C@@H:33]1[CH2:35][O:34]1.